Dataset: Full USPTO retrosynthesis dataset with 1.9M reactions from patents (1976-2016). Task: Predict the reactants needed to synthesize the given product. (1) Given the product [Br:14][C:2]1[NH:1][C:11]2[C:12]3[C:3]=1[CH2:4][NH:5][C:6](=[O:13])[C:7]=3[CH:8]=[CH:9][CH:10]=2, predict the reactants needed to synthesize it. The reactants are: [NH:1]1[C:11]2[C:12]3[C:3]([CH2:4][NH:5][C:6](=[O:13])[C:7]=3[CH:8]=[CH:9][CH:10]=2)=[CH:2]1.[Br-:14].[Br-].[Br-].[NH+]1C=CC=CC=1.[NH+]1C=CC=CC=1.[NH+]1C=CC=CC=1. (2) Given the product [Cl:17][CH:18]([Cl:37])[C:19]([NH:21][C@H:22]([CH2:35][F:36])[C@@H:23]([C:24]1[CH:25]=[CH:26][C:27]([C:2]2[S:6][C:5]([CH:7]([NH:9][C:10](=[O:16])[O:11][C:12]([CH3:15])([CH3:14])[CH3:13])[CH3:8])=[CH:4][CH:3]=2)=[CH:28][CH:29]=1)[OH:34])=[O:20], predict the reactants needed to synthesize it. The reactants are: Br[C:2]1[S:6][C:5]([CH:7]([NH:9][C:10](=[O:16])[O:11][C:12]([CH3:15])([CH3:14])[CH3:13])[CH3:8])=[CH:4][CH:3]=1.[Cl:17][CH:18]([Cl:37])[C:19]([NH:21][C@H:22]([CH2:35][F:36])[C@H:23]([OH:34])[C:24]1[CH:29]=[CH:28][C:27]([Sn](C)(C)C)=[CH:26][CH:25]=1)=[O:20]. (3) Given the product [OH:26][C:11]1[CH:10]=[C:9]([C:6]([CH3:7])([CH3:8])[C:5]([OH:27])=[O:4])[CH:18]=[C:17]2[C:12]=1[C@@H:13]1[CH2:24][C:23](=[O:25])[CH2:22][CH2:21][C@H:14]1[C:15]([CH3:20])([CH3:19])[O:16]2, predict the reactants needed to synthesize it. The reactants are: [OH-].[Na+].C[O:4][C:5](=[O:27])[C:6]([C:9]1[CH:18]=[C:17]2[C:12]([C@@H:13]3[CH2:24][C:23](=[O:25])[CH2:22][CH2:21][C@H:14]3[C:15]([CH3:20])([CH3:19])[O:16]2)=[C:11]([OH:26])[CH:10]=1)([CH3:8])[CH3:7].C1COCC1. (4) Given the product [CH:10]1[C:11]2[CH:12]([CH2:14][O:15][C:16]([N:18]3[CH2:23][C@@H:22]([C:24](=[O:37])[N:25]([CH2:29][C:30]4[CH:35]=[CH:34][CH:33]=[CH:32][C:31]=4[Cl:36])[CH:26]4[CH2:27][CH2:28]4)[CH2:21][C@@H:20]([NH2:38])[CH2:19]3)=[O:17])[C:13]3[C:5](=[CH:4][CH:3]=[CH:2][CH:1]=3)[C:6]=2[CH:7]=[CH:8][CH:9]=1, predict the reactants needed to synthesize it. The reactants are: [CH:1]1[C:13]2[CH:12]([CH2:14][O:15][C:16]([N:18]3[CH2:23][C@@H:22]([C:24](=[O:37])[N:25]([CH2:29][C:30]4[CH:35]=[CH:34][CH:33]=[CH:32][C:31]=4[Cl:36])[CH:26]4[CH2:28][CH2:27]4)[CH2:21][C@@H:20]([NH:38]C(OC(C)(C)C)=O)[CH2:19]3)=[O:17])[C:11]3[C:6](=[CH:7][CH:8]=[CH:9][CH:10]=3)[C:5]=2[CH:4]=[CH:3][CH:2]=1.Cl.